This data is from Forward reaction prediction with 1.9M reactions from USPTO patents (1976-2016). The task is: Predict the product of the given reaction. Given the reactants [N+:1]([C:4]1[CH:24]=[CH:23][C:7]([C:8]([C:10]2[N:14]([CH3:15])[C:13]([CH2:16][C:17]([O:19]CC)=[O:18])=[CH:12][C:11]=2[CH3:22])=[O:9])=[CH:6][CH:5]=1)([O-:3])=[O:2].C(I)CC, predict the reaction product. The product is: [CH2:16]([C:13]1[N:14]([CH3:15])[C:10]([C:8](=[O:9])[C:7]2[CH:23]=[CH:24][C:4]([N+:1]([O-:3])=[O:2])=[CH:5][CH:6]=2)=[C:11]([CH3:22])[CH:12]=1)[CH3:17].[CH2:13]([CH2:16][C:17]([O-:19])=[O:18])[CH2:12][CH3:11].